Dataset: Reaction yield outcomes from USPTO patents with 853,638 reactions. Task: Predict the reaction yield, written as a fraction of the theoretical maximum amount of product (1.0 means a 100% yield; for example, 0.34 means a 34% yield). The reactants are [H-].[Na+].[O:3]=[C:4]1[CH:8]([C:9]([O:11][CH2:12][CH3:13])=[O:10])[CH2:7][CH2:6][NH:5]1.Br[CH2:15][C:16]1[S:17][C:18]([C:21]2[CH:22]=[C:23]([NH:28][C:29]3[N:34]=[C:33]([C:35]([F:38])([F:37])[F:36])[CH:32]=[CH:31][N:30]=3)[CH:24]=[C:25]([CH3:27])[CH:26]=2)=[CH:19][N:20]=1. The catalyst is O1CCCC1.C(OCC)(=O)C. The product is [CH3:27][C:25]1[CH:26]=[C:21]([C:18]2[S:17][C:16]([CH2:15][C:8]3([C:9]([O:11][CH2:12][CH3:13])=[O:10])[CH2:7][CH2:6][NH:5][C:4]3=[O:3])=[N:20][CH:19]=2)[CH:22]=[C:23]([NH:28][C:29]2[N:34]=[C:33]([C:35]([F:37])([F:36])[F:38])[CH:32]=[CH:31][N:30]=2)[CH:24]=1. The yield is 0.270.